From a dataset of Full USPTO retrosynthesis dataset with 1.9M reactions from patents (1976-2016). Predict the reactants needed to synthesize the given product. The reactants are: [O:1]=[C:2]1[C:6]2([CH2:11][CH2:10][N:9]([CH2:12][CH2:13][CH2:14][N:15]3[C:19]4[CH:20]=[CH:21][CH:22]=[CH:23][C:18]=4[NH:17][C:16]3=[O:24])[CH2:8][CH2:7]2)[N:5]([C:25]2[CH:30]=[CH:29][CH:28]=[CH:27][CH:26]=2)[CH2:4][N:3]1[CH2:31][C:32]1[CH:41]=[CH:40][C:35]([C:36]([O:38]C)=[O:37])=[CH:34][CH:33]=1.O.[OH-].[Li+]. Given the product [O:1]=[C:2]1[C:6]2([CH2:7][CH2:8][N:9]([CH2:12][CH2:13][CH2:14][N:15]3[C:19]4[CH:20]=[CH:21][CH:22]=[CH:23][C:18]=4[NH:17][C:16]3=[O:24])[CH2:10][CH2:11]2)[N:5]([C:25]2[CH:30]=[CH:29][CH:28]=[CH:27][CH:26]=2)[CH2:4][N:3]1[CH2:31][C:32]1[CH:33]=[CH:34][C:35]([C:36]([OH:38])=[O:37])=[CH:40][CH:41]=1, predict the reactants needed to synthesize it.